Dataset: Buchwald-Hartwig C-N cross coupling reaction yields with 55,370 reactions. Task: Predict the reaction yield, written as a fraction of the theoretical maximum amount of product (1.0 means a 100% yield; for example, 0.34 means a 34% yield). The reactants are Brc1ccccn1.Cc1ccc(N)cc1.O=S(=O)(O[Pd]1c2ccccc2-c2ccccc2N~1)C(F)(F)F.COc1ccc(OC)c(P([C@]23C[C@H]4C[C@H](C[C@H](C4)C2)C3)[C@]23C[C@H]4C[C@H](C[C@H](C4)C2)C3)c1-c1c(C(C)C)cc(C(C)C)cc1C(C)C.CN(C)C(=NC(C)(C)C)N(C)C.Fc1cccc(F)c1-c1ccno1. No catalyst specified. The product is Cc1ccc(Nc2ccccn2)cc1. The yield is 0.302.